The task is: Predict the product of the given reaction.. This data is from Forward reaction prediction with 1.9M reactions from USPTO patents (1976-2016). (1) Given the reactants [Br:1][C:2]1[CH:3]=[CH:4][C:5]([CH3:9])=[C:6]([CH:8]=1)[NH2:7].[C:10](O[C:10]([C:12]([F:15])([F:14])[F:13])=[O:11])([C:12]([F:15])([F:14])[F:13])=[O:11], predict the reaction product. The product is: [Br:1][C:2]1[CH:3]=[CH:4][C:5]([CH3:9])=[C:6]([NH:7][C:10](=[O:11])[C:12]([F:15])([F:14])[F:13])[CH:8]=1. (2) Given the reactants [NH2:1][C:2]1N(C2CCCN(C#N)C2)N=C(C2C=CC(OC3C=CC(F)=CC=3F)=CC=2)C=1C(N)=O.[NH2:33][C:34]1[N:38]([CH:39]2[CH2:44][CH2:43][CH2:42][NH:41][CH2:40]2)[N:37]=[C:36]([C:45]2[CH:50]=[CH:49][C:48]([O:51][C:52]3[CH:57]=[CH:56][C:55]([Cl:58])=[C:54]([CH3:59])[CH:53]=3)=[CH:47][CH:46]=2)[C:35]=1[C:60]([NH2:62])=[O:61], predict the reaction product. The product is: [NH2:33][C:34]1[N:38]([CH:39]2[CH2:44][CH2:43][CH2:42][N:41]([C:2]#[N:1])[CH2:40]2)[N:37]=[C:36]([C:45]2[CH:50]=[CH:49][C:48]([O:51][C:52]3[CH:57]=[CH:56][C:55]([Cl:58])=[C:54]([CH3:59])[CH:53]=3)=[CH:47][CH:46]=2)[C:35]=1[C:60]([NH2:62])=[O:61]. (3) Given the reactants [CH3:1][O:2][C:3]1[C:8]2[N:9]=[C:10]([NH:12][C:13](=[O:23])[C:14]3[CH:19]=[CH:18][N:17]=[C:16]([CH2:20]NC)[CH:15]=3)[S:11][C:7]=2[C:6]([N:24]2[CH2:29][CH2:28][O:27][CH2:26][CH2:25]2)=[CH:5][CH:4]=1.[CH3:30][O-:31].[Na+].ClCCl.CO, predict the reaction product. The product is: [CH3:30][O:31][CH2:20][C:16]1[CH:15]=[C:14]([CH:19]=[CH:18][N:17]=1)[C:13]([NH:12][C:10]1[S:11][C:7]2[C:6]([N:24]3[CH2:29][CH2:28][O:27][CH2:26][CH2:25]3)=[CH:5][CH:4]=[C:3]([O:2][CH3:1])[C:8]=2[N:9]=1)=[O:23]. (4) Given the reactants [OH-].[Na+].[Cl:3][C:4]1[CH:5]=[C:6]([C:14]2[O:18][N:17]=[C:16]([C:19]3[CH:24]=[N:23][CH:22]=[C:21]4[N:25]([CH2:28][CH2:29][C:30]([O:32]CC)=[O:31])[CH:26]=[CH:27][C:20]=34)[N:15]=2)[CH:7]=[N:8][C:9]=1[O:10][CH:11]([CH3:13])[CH3:12], predict the reaction product. The product is: [Cl:3][C:4]1[CH:5]=[C:6]([C:14]2[O:18][N:17]=[C:16]([C:19]3[CH:24]=[N:23][CH:22]=[C:21]4[N:25]([CH2:28][CH2:29][C:30]([OH:32])=[O:31])[CH:26]=[CH:27][C:20]=34)[N:15]=2)[CH:7]=[N:8][C:9]=1[O:10][CH:11]([CH3:13])[CH3:12]. (5) Given the reactants [CH3:1][O:2][C:3](=[O:15])[C:4]1[CH:9]=[CH:8][CH:7]=[C:6]([C:10]2[N:11]=[N:12]NN=2)[CH:5]=1.[Cl:16][C:17]1[CH:25]=[CH:24][CH:23]=[CH:22][C:18]=1[C:19](Cl)=[O:20].N1C(C)=CC(C)=CC=1C.O, predict the reaction product. The product is: [CH3:1][O:2][C:3](=[O:15])[C:4]1[CH:9]=[CH:8][CH:7]=[C:6]([C:10]2[O:20][C:19]([C:18]3[CH:22]=[CH:23][CH:24]=[CH:25][C:17]=3[Cl:16])=[N:12][N:11]=2)[CH:5]=1. (6) Given the reactants [Cl:1][C:2]1[CH:3]=[C:4]([CH2:28][N:29]2[CH:33]=[CH:32][C:31]([C:34]([O:36]CC)=[O:35])=[N:30]2)[CH:5]=[CH:6][C:7]=1[C:8]1[N:12]=[C:11]([C:13]2[S:14][C:15]([C:24]([F:27])([F:26])[F:25])=[C:16]([C:18]3[CH:23]=[CH:22][CH:21]=[CH:20][CH:19]=3)[CH:17]=2)[O:10][N:9]=1.[OH-].[Na+:40], predict the reaction product. The product is: [Na+:40].[Cl:1][C:2]1[CH:3]=[C:4]([CH2:28][N:29]2[CH:33]=[CH:32][C:31]([C:34]([O-:36])=[O:35])=[N:30]2)[CH:5]=[CH:6][C:7]=1[C:8]1[N:12]=[C:11]([C:13]2[S:14][C:15]([C:24]([F:27])([F:25])[F:26])=[C:16]([C:18]3[CH:23]=[CH:22][CH:21]=[CH:20][CH:19]=3)[CH:17]=2)[O:10][N:9]=1. (7) Given the reactants C[N:2]1[C:11]2[C:6](=[CH:7][CH:8]=[C:9]3[CH:15]=[CH:14][CH:13]=[CH:12][C:10]3=2)[CH:5]=[CH:4][CH:3]1[OH:16].[N:17]1[C:26]2[C:21](=[CH:22][CH:23]=[C:24]3[CH:30]=[CH:29][CH:28]=[CH:27][C:25]3=2)[CH:20]=[CH:19][CH:18]=1.[CH2:31]1[CH2:37][S:34](=[O:36])(=[O:35])[O:33][CH2:32]1.CI, predict the reaction product. The product is: [N:2]1[C:11]2[C:6](=[CH:7][CH:8]=[C:9]3[CH:15]=[CH:14][CH:13]=[CH:12][C:10]3=2)[CH:5]=[CH:4][CH:3]=1.[CH3:3][O:16][C:22]1[CH:23]=[C:24]2[CH:30]=[CH:29][CH:28]=[CH:27][C:25]2=[C:26]2[C:21]=1[CH:20]=[CH:19][CH2:18][N:17]2[CH2:32][CH2:31][CH2:37][S:34]([OH:33])(=[O:36])=[O:35].